Dataset: Ames mutagenicity test results for genotoxicity prediction. Task: Regression/Classification. Given a drug SMILES string, predict its toxicity properties. Task type varies by dataset: regression for continuous values (e.g., LD50, hERG inhibition percentage) or binary classification for toxic/non-toxic outcomes (e.g., AMES mutagenicity, cardiotoxicity, hepatotoxicity). Dataset: ames. (1) The compound is CC(C)N. The result is 0 (non-mutagenic). (2) The drug is C=C/C1=C/C(C)C(C)(OC(C)=O)C(=O)OCC2=CC[N+]3(C)CCC(OC1=O)C23O. The result is 1 (mutagenic). (3) The compound is CCCCC. The result is 0 (non-mutagenic). (4) The result is 0 (non-mutagenic). The drug is CCCCCCCCCCCCCC[N+](C)(C)Cc1ccccc1. (5) The result is 1 (mutagenic). The molecule is Cc1ccc2c(c1[N+](=O)[O-])C(=O)c1ccccc1C2=O. (6) The molecule is [N-]=[N+]=NCC(O)C(O)C(O)C(O)C(=O)O. The result is 1 (mutagenic). (7) The compound is CCCC(=O)C1c2cccc(O)c2C(=O)c2c(O)cccc21. The result is 1 (mutagenic). (8) The drug is Cc1cc(O)c2c(c1O)C(=O)c1c(O)ccc(O)c1C2=O. The result is 1 (mutagenic).